The task is: Predict the product of the given reaction.. This data is from Forward reaction prediction with 1.9M reactions from USPTO patents (1976-2016). (1) Given the reactants [Si]([O:8][C:9]1[CH:14]=[CH:13][C:12]([NH:15][C:16]([NH:18][C:19]2[S:20][CH:21]=[C:22]([C:24]([F:27])([F:26])[F:25])[N:23]=2)=[S:17])=[C:11]([CH3:28])[CH:10]=1)(C(C)(C)C)(C)C.[F-].C([N+](CCCC)(CCCC)CCCC)CCC, predict the reaction product. The product is: [OH:8][C:9]1[CH:14]=[CH:13][C:12]([NH:15][C:16]([NH:18][C:19]2[S:20][CH:21]=[C:22]([C:24]([F:27])([F:26])[F:25])[N:23]=2)=[S:17])=[C:11]([CH3:28])[CH:10]=1. (2) The product is: [F:20][C:21]1[CH:30]=[CH:29][C:24]2[N:25]([CH2:2][C:3]([N:5]3[CH2:10][CH2:9][N:8]([C:11]4[CH:16]=[CH:15][C:14]([Cl:17])=[C:13]([O:18][CH3:19])[CH:12]=4)[CH2:7][CH2:6]3)=[O:4])[C:26](=[O:28])[O:27][C:23]=2[CH:22]=1. Given the reactants Cl[CH2:2][C:3]([N:5]1[CH2:10][CH2:9][N:8]([C:11]2[CH:16]=[CH:15][C:14]([Cl:17])=[C:13]([O:18][CH3:19])[CH:12]=2)[CH2:7][CH2:6]1)=[O:4].[F:20][C:21]1[CH:30]=[CH:29][C:24]2[NH:25][C:26](=[O:28])[O:27][C:23]=2[CH:22]=1.C([O-])([O-])=O.[K+].[K+], predict the reaction product. (3) Given the reactants [NH2:1][C:2]1[N:7]=[C:6]([C:8]#[N:9])[C:5]([C:10]2[CH:15]=[CH:14][C:13](B3OC(C)(C)C(C)(C)O3)=[CH:12][C:11]=2[F:25])=[N:4][CH:3]=1.Br[C:27]1[CH:32]=[CH:31][C:30]([C:33]([F:36])([F:35])[F:34])=[CH:29][C:28]=1[S:37]([N:40]1[CH2:45][CH2:44][NH:43][C:42](=[O:46])[CH2:41]1)(=[O:39])=[O:38], predict the reaction product. The product is: [NH2:1][C:2]1[N:7]=[C:6]([C:8]#[N:9])[C:5]([C:10]2[CH:15]=[CH:14][C:13]([C:27]3[CH:32]=[CH:31][C:30]([C:33]([F:35])([F:36])[F:34])=[CH:29][C:28]=3[S:37]([N:40]3[CH2:45][CH2:44][NH:43][C:42](=[O:46])[CH2:41]3)(=[O:39])=[O:38])=[CH:12][C:11]=2[F:25])=[N:4][CH:3]=1.